This data is from Forward reaction prediction with 1.9M reactions from USPTO patents (1976-2016). The task is: Predict the product of the given reaction. (1) Given the reactants [CH2:1]([N:8]1[CH2:13][CH2:12][N:11]([C:14]([O:16][C:17]([CH3:20])([CH3:19])[CH3:18])=[O:15])[C@H:10]([CH2:21][NH:22][CH2:23][C:24]2[CH:29]=[CH:28][C:27]([O:30][CH3:31])=[CH:26][C:25]=2[O:32][CH3:33])[CH2:9]1)[C:2]1[CH:7]=[CH:6][CH:5]=[CH:4][CH:3]=1.C(N(CC)CC)C.[CH3:41][O:42][C:43]1[CH:51]=[CH:50][CH:49]=[CH:48][C:44]=1[C:45](Cl)=[O:46].C(=O)([O-])O.[Na+], predict the reaction product. The product is: [CH2:1]([N:8]1[CH2:13][CH2:12][N:11]([C:14]([O:16][C:17]([CH3:19])([CH3:18])[CH3:20])=[O:15])[C@H:10]([CH2:21][N:22]([CH2:23][C:24]2[CH:29]=[CH:28][C:27]([O:30][CH3:31])=[CH:26][C:25]=2[O:32][CH3:33])[C:45](=[O:46])[C:44]2[CH:48]=[CH:49][CH:50]=[CH:51][C:43]=2[O:42][CH3:41])[CH2:9]1)[C:2]1[CH:7]=[CH:6][CH:5]=[CH:4][CH:3]=1. (2) Given the reactants C[O:2][CH:3](OC)[CH2:4][CH2:5][N:6]1[CH:11]=[C:10]([C:12]2[C:13]([F:19])=[N:14][C:15]([CH3:18])=[CH:16][CH:17]=2)[C:9](=[O:20])[NH:8][C:7]1=[O:21], predict the reaction product. The product is: [F:19][C:13]1[C:12]([C:10]2[C:9](=[O:20])[NH:8][C:7](=[O:21])[N:6]([CH2:5][CH2:4][CH:3]=[O:2])[CH:11]=2)=[CH:17][CH:16]=[C:15]([CH3:18])[N:14]=1. (3) The product is: [Cl:8][C:9]1[CH:14]=[CH:13][C:12]([C@H:15]([N:17]2[C:21]3[CH:22]=[C:23]([N:26]4[CH2:31][CH2:30][N:29]([C:32]([C@H:34]5[CH2:38][CH2:37][CH2:36][NH:35]5)=[O:33])[C@H:28]([CH3:46])[CH2:27]4)[CH:24]=[CH:25][C:20]=3[N:19]=[CH:18]2)[CH3:16])=[C:11]([F:47])[CH:10]=1. Given the reactants FC(F)(F)C(O)=O.[Cl:8][C:9]1[CH:14]=[CH:13][C:12]([C@H:15]([N:17]2[C:21]3[CH:22]=[C:23]([N:26]4[CH2:31][CH2:30][N:29]([C:32]([C@H:34]5[CH2:38][CH2:37][CH2:36][N:35]5C(OC(C)(C)C)=O)=[O:33])[C@H:28]([CH3:46])[CH2:27]4)[CH:24]=[CH:25][C:20]=3[N:19]=[CH:18]2)[CH3:16])=[C:11]([F:47])[CH:10]=1, predict the reaction product. (4) Given the reactants Br[C:2]1[C:3]([CH3:9])=[N:4][CH:5]=[C:6]([Br:8])[CH:7]=1.[CH3:10][N:11]1[C:19]2[C:14](=[N:15][C:16]([Sn](CCCC)(CCCC)CCCC)=[CH:17][CH:18]=2)[CH:13]=[N:12]1.[Li+].[Cl-], predict the reaction product. The product is: [Br:8][C:6]1[CH:7]=[C:2]([C:16]2[N:15]=[C:14]3[CH:13]=[N:12][N:11]([CH3:10])[C:19]3=[CH:18][CH:17]=2)[C:3]([CH3:9])=[N:4][CH:5]=1. (5) Given the reactants [N:1]1([CH2:7][CH2:8][N:9]2[C:13]3=[N:14][CH:15]=[N:16][C:17]([NH2:18])=[C:12]3[CH:11]=[N:10]2)[CH2:6][CH2:5][CH2:4][CH2:3][CH2:2]1.Cl.[CH3:20][C:21](=O)[CH2:22][CH2:23][C:24](=O)[CH3:25], predict the reaction product. The product is: [CH3:25][C:24]1[N:18]([C:17]2[N:16]=[CH:15][N:14]=[C:13]3[N:9]([CH2:8][CH2:7][N:1]4[CH2:6][CH2:5][CH2:4][CH2:3][CH2:2]4)[N:10]=[CH:11][C:12]=23)[C:21]([CH3:20])=[CH:22][CH:23]=1. (6) The product is: [CH:35]1[C:36]2[CH:24]([CH2:23][O:22][C:21]([NH:20][C@@H:19]([CH2:18][S:17][CH2:16][C@H:15]([O:14][C:1](=[O:13])[CH2:2][CH2:3][CH2:4][CH2:5][CH2:6][CH2:7][CH2:8][CH2:9][CH2:10][CH2:11][CH3:12])[CH2:41][O:42][C:43](=[O:55])[CH2:44][CH2:45][CH2:46][CH2:47][CH2:48][CH2:49][CH2:50][CH2:51][CH2:52][CH2:53][CH3:54])[C:38](=[O:39])[NH:57][CH2:58][CH2:59][O:60][CH2:61][CH2:62][O:63][CH2:64][CH2:65][C:66]([P:69](=[O:76])([O:73][CH2:74][CH3:75])[O:70][CH2:71][CH3:72])([F:68])[F:67])=[O:37])[C:25]3[C:30](=[CH:29][CH:28]=[CH:27][CH:26]=3)[C:31]=2[CH:32]=[CH:33][CH:34]=1. Given the reactants [C:1]([O:14][C@H:15]([CH2:41][O:42][C:43](=[O:55])[CH2:44][CH2:45][CH2:46][CH2:47][CH2:48][CH2:49][CH2:50][CH2:51][CH2:52][CH2:53][CH3:54])[CH2:16][S:17][CH2:18][C@@H:19]([C:38](O)=[O:39])[NH:20][C:21](=[O:37])[O:22][CH2:23][CH:24]1[C:36]2[CH:35]=[CH:34][CH:33]=[CH:32][C:31]=2[C:30]2[C:25]1=[CH:26][CH:27]=[CH:28][CH:29]=2)(=[O:13])[CH2:2][CH2:3][CH2:4][CH2:5][CH2:6][CH2:7][CH2:8][CH2:9][CH2:10][CH2:11][CH3:12].Cl.[NH2:57][CH2:58][CH2:59][O:60][CH2:61][CH2:62][O:63][CH2:64][CH2:65][C:66]([P:69](=[O:76])([O:73][CH2:74][CH3:75])[O:70][CH2:71][CH3:72])([F:68])[F:67].CCN(C(C)C)C(C)C.CN(C(ON1N=NC2C=CC=CC1=2)=[N+](C)C)C.F[P-](F)(F)(F)(F)F, predict the reaction product. (7) Given the reactants [CH3:1][O:2][C:3](=[O:23])[C:4]1[CH:9]=[CH:8][C:7]([CH2:10][O:11][C:12]2[CH:22]=[CH:21][C:15]3[CH2:16][NH:17][CH2:18][CH2:19][CH2:20][C:14]=3[CH:13]=2)=[CH:6][CH:5]=1.[C:24]1(=O)[CH2:28][CH2:27][CH2:26][CH2:25]1.C(O[BH-](OC(=O)C)OC(=O)C)(=O)C.[Na+], predict the reaction product. The product is: [CH3:1][O:2][C:3](=[O:23])[C:4]1[CH:5]=[CH:6][C:7]([CH2:10][O:11][C:12]2[CH:22]=[CH:21][C:20]3[CH2:19][CH2:18][N:17]([CH:24]4[CH2:28][CH2:27][CH2:26][CH2:25]4)[CH2:16][CH2:15][C:14]=3[CH:13]=2)=[CH:8][CH:9]=1. (8) Given the reactants C([SiH](CC)CC)C.[Br:8][C:9]1[CH:14]=[CH:13][C:12]([C:15](=O)[CH2:16][CH2:17][CH2:18][CH2:19][CH2:20][CH2:21][CH2:22][CH3:23])=[CH:11][CH:10]=1, predict the reaction product. The product is: [Br:8][C:9]1[CH:14]=[CH:13][C:12]([CH2:15][CH2:16][CH2:17][CH2:18][CH2:19][CH2:20][CH2:21][CH2:22][CH3:23])=[CH:11][CH:10]=1.